This data is from Full USPTO retrosynthesis dataset with 1.9M reactions from patents (1976-2016). The task is: Predict the reactants needed to synthesize the given product. (1) Given the product [CH3:1][O:2][C:3](=[O:7])[C@H:4]([NH:5][CH2:9][CH2:8][CH2:14][S:11]([OH:13])(=[O:12])=[O:10])[CH3:6], predict the reactants needed to synthesize it. The reactants are: [CH3:1][O:2][C:3](=[O:7])[C@@H:4]([CH3:6])[NH2:5].[CH2:8]1[CH2:14][S:11](=[O:13])(=[O:12])[O:10][CH2:9]1. (2) Given the product [CH2:1]([O:8][C:9]([C:11]1([CH2:16][C:17]([OH:19])=[O:18])[CH2:12][CH2:13][CH2:14][CH2:15]1)=[O:10])[C:2]1[CH:7]=[CH:6][CH:5]=[CH:4][CH:3]=1, predict the reactants needed to synthesize it. The reactants are: [CH2:1]([O:8][C:9]([C:11]1([CH2:16][CH:17]=[O:18])[CH2:15][CH2:14][CH2:13][CH2:12]1)=[O:10])[C:2]1[CH:7]=[CH:6][CH:5]=[CH:4][CH:3]=1.[OH-:19].[Na+].Cl.